From a dataset of Full USPTO retrosynthesis dataset with 1.9M reactions from patents (1976-2016). Predict the reactants needed to synthesize the given product. (1) Given the product [CH3:1][N:2]([CH3:7])[CH2:3][CH2:4][N:5]([CH3:6])[C:9]1[CH:14]=[CH:13][C:12]([N+:15]([O-:17])=[O:16])=[CH:11][N:10]=1, predict the reactants needed to synthesize it. The reactants are: [CH3:1][N:2]([CH3:7])[CH2:3][CH2:4][NH:5][CH3:6].Cl[C:9]1[CH:14]=[CH:13][C:12]([N+:15]([O-:17])=[O:16])=[CH:11][N:10]=1.CCN(C(C)C)C(C)C. (2) Given the product [OH:8][C:9]1[CH:10]=[C:11]([C:15]2([C:29]#[N:30])[CH2:16][CH2:17][N:18]([C:21]3[CH:26]=[CH:25][CH:24]=[CH:23][C:22]=3[O:27][CH3:28])[CH2:19][CH2:20]2)[CH:12]=[CH:13][CH:14]=1, predict the reactants needed to synthesize it. The reactants are: C([O:8][C:9]1[CH:10]=[C:11]([C:15]2([C:29]#[N:30])[CH2:20][CH2:19][N:18]([C:21]3[CH:26]=[CH:25][CH:24]=[CH:23][C:22]=3[O:27][CH3:28])[CH2:17][CH2:16]2)[CH:12]=[CH:13][CH:14]=1)C1C=CC=CC=1.O1CCCC1. (3) Given the product [CH3:21][C:20]([CH3:23])([CH3:22])[C:19]([NH:18][C:16]1[CH:15]=[CH:14][CH:13]=[C:12]([CH2:11][O:5][CH2:4][CH2:3][C:2]([F:7])([F:6])[F:1])[N:17]=1)=[O:24], predict the reactants needed to synthesize it. The reactants are: [F:1][C:2]([F:7])([F:6])[CH2:3][CH2:4][OH:5].[H-].[Na+].Cl[CH2:11][C:12]1[N:17]=[C:16]([NH:18][C:19](=[O:24])[C:20]([CH3:23])([CH3:22])[CH3:21])[CH:15]=[CH:14][CH:13]=1. (4) Given the product [C:35]([C:39]1[CH:46]=[CH:45][C:42]([CH2:43][N:19]2[CH2:20][CH:16]([CH2:15][CH2:14][O:13][C:10]3[CH:11]=[CH:12][C:7]([CH2:6][C:5]([O:24][C:25]4[CH:26]=[CH:27][C:28]([F:31])=[CH:29][CH:30]=4)([CH3:23])[C:4]([OH:32])=[O:3])=[CH:8][CH:9]=3)[N:17]([CH3:22])[C:18]2=[O:21])=[CH:41][CH:40]=1)([CH3:38])([CH3:37])[CH3:36], predict the reactants needed to synthesize it. The reactants are: C([O:3][C:4](=[O:32])[C:5]([O:24][C:25]1[CH:30]=[CH:29][C:28]([F:31])=[CH:27][CH:26]=1)([CH3:23])[CH2:6][C:7]1[CH:12]=[CH:11][C:10]([O:13][CH2:14][CH2:15][CH:16]2[CH2:20][NH:19][C:18](=[O:21])[N:17]2[CH3:22])=[CH:9][CH:8]=1)C.[H-].[Na+].[C:35]([C:39]1[CH:46]=[CH:45][C:42]([CH2:43]Br)=[CH:41][CH:40]=1)([CH3:38])([CH3:37])[CH3:36]. (5) Given the product [Br:1][C:2]1[CH:11]=[CH:10][CH:9]=[C:8]2[C:3]=1[CH2:4][CH2:5][N:6]1[C:26](=[O:27])[CH2:25][NH:24][C:13](=[O:15])[CH:12]=[C:7]12, predict the reactants needed to synthesize it. The reactants are: [Br:1][C:2]1[CH:11]=[CH:10][CH:9]=[C:8]2[C:3]=1[CH2:4][CH2:5][NH:6][CH:7]2[CH2:12][C:13]([O:15]C)=O.C([NH:24][CH2:25][C:26](O)=[O:27])(OC(C)(C)C)=O.C(N(CC)CC)C.Cl.